Dataset: Full USPTO retrosynthesis dataset with 1.9M reactions from patents (1976-2016). Task: Predict the reactants needed to synthesize the given product. (1) Given the product [CH3:1][NH:2][C:3]1[N:8]=[C:7]([CH2:9][CH2:10][O:11][C:12]2[CH:33]=[CH:32][C:15]3[CH2:16][C@@H:17]([CH2:27][C:28]([OH:30])=[O:29])[C:18](=[O:26])[N:19]([CH2:21][C:22]([F:23])([F:25])[F:24])[CH2:20][C:14]=3[CH:13]=2)[CH:6]=[CH:5][CH:4]=1, predict the reactants needed to synthesize it. The reactants are: [CH3:1][NH:2][C:3]1[N:8]=[C:7]([CH2:9][CH2:10][O:11][C:12]2[CH:33]=[CH:32][C:15]3[CH2:16][C@@H:17]([CH2:27][C:28]([O:30]C)=[O:29])[C:18](=[O:26])[N:19]([CH2:21][C:22]([F:25])([F:24])[F:23])[CH2:20][C:14]=3[CH:13]=2)[CH:6]=[CH:5][CH:4]=1.N1C=CC=CC=1NCCCOC1C=CC2C[C@H](CC(OC)=O)C(=O)N(CC(F)(F)F)CC=2C=1. (2) Given the product [Cl:1][C:2]1[CH:3]=[CH:4][C:5]([NH:11][CH2:12][C:13]([F:16])([F:15])[F:14])=[C:6]([CH:10]=1)[C:7]([NH:22][C:18]([CH3:19])([C:20]#[CH:21])[CH3:17])=[O:9], predict the reactants needed to synthesize it. The reactants are: [Cl:1][C:2]1[CH:3]=[CH:4][C:5]([NH:11][CH2:12][C:13]([F:16])([F:15])[F:14])=[C:6]([CH:10]=1)[C:7]([OH:9])=O.[CH3:17][C:18]([NH2:22])([C:20]#[CH:21])[CH3:19].CCN=C=NCCCN(C)C.CCN(C(C)C)C(C)C.C1C=CC2N(O)N=NC=2C=1.